This data is from Full USPTO retrosynthesis dataset with 1.9M reactions from patents (1976-2016). The task is: Predict the reactants needed to synthesize the given product. (1) Given the product [C:66]([O:65][C:63](=[O:64])[NH:70][CH2:71][CH2:72][NH:73][C:29](=[O:30])[CH2:28][CH2:27][C:5]1[C:6]([CH3:26])=[CH:7][C:8]([C:10]2[N:14]=[C:13]([C:15]3[CH:20]=[C:19]([CH3:21])[N:18]=[C:17]([NH:22][CH:23]([CH3:25])[CH3:24])[N:16]=3)[O:12][N:11]=2)=[CH:9][C:4]=1[CH2:2][CH3:3])([CH3:67])([CH3:68])[CH3:69], predict the reactants needed to synthesize it. The reactants are: Cl.[CH2:2]([C:4]1[CH:9]=[C:8]([C:10]2[N:14]=[C:13]([C:15]3[CH:20]=[C:19]([CH3:21])[N:18]=[C:17]([NH:22][CH:23]([CH3:25])[CH3:24])[N:16]=3)[O:12][N:11]=2)[CH:7]=[C:6]([CH3:26])[C:5]=1[CH2:27][CH2:28][C:29](O)=[O:30])[CH3:3].CCN(C(C)C)C(C)C.CN(C(ON1N=NC2C=CC=CC1=2)=[N+](C)C)C.[B-](F)(F)(F)F.[C:63]([NH:70][CH2:71][CH2:72][NH2:73])([O:65][C:66]([CH3:69])([CH3:68])[CH3:67])=[O:64]. (2) Given the product [CH3:1][O:2][C:3]1[C:11]2[C:6](=[N:7][CH:8]=[C:9]([NH2:12])[CH:10]=2)[N:5]([CH2:20][C:21]2[CH:26]=[CH:25][C:24]([O:27][CH3:28])=[CH:23][CH:22]=2)[N:4]=1, predict the reactants needed to synthesize it. The reactants are: [CH3:1][O:2][C:3]1[C:11]2[C:6](=[N:7][CH:8]=[C:9]([NH:12]C(=O)OC(C)(C)C)[CH:10]=2)[N:5]([CH2:20][C:21]2[CH:26]=[CH:25][C:24]([O:27][CH3:28])=[CH:23][CH:22]=2)[N:4]=1. (3) Given the product [C:2]1([C:1]2[O:18][C:19]3[N:20]=[CH:21][N:22]=[C:23]([OH:26])[C:24]=3[N:25]=2)[CH:7]=[CH:6][CH:5]=[CH:4][CH:3]=1, predict the reactants needed to synthesize it. The reactants are: [C:1](O[C:1](=O)[C:2]1[CH:7]=[CH:6][CH:5]=[CH:4][CH:3]=1)(=O)[C:2]1[CH:7]=[CH:6][CH:5]=[CH:4][CH:3]=1.[OH:18][C:19]1[C:24]([NH2:25])=[C:23]([OH:26])[N:22]=[CH:21][N:20]=1. (4) The reactants are: [NH2:1][C:2]([NH2:4])=[S:3].[CH2:5]([O:7][C:8]([CH:10]1[CH2:15][CH2:14][C:13](=O)[CH:12](Br)[CH2:11]1)=[O:9])[CH3:6]. Given the product [CH2:5]([O:7][C:8]([CH:10]1[CH2:15][CH2:14][C:13]2[N:1]=[C:2]([NH2:4])[S:3][C:12]=2[CH2:11]1)=[O:9])[CH3:6], predict the reactants needed to synthesize it. (5) Given the product [NH2:4][C:5]1[C:6]2[C:31]([CH3:36])([C:32]([NH:34][NH:35][CH:1]=[O:2])=[O:33])[C:30](=[O:37])[NH:29][C:7]=2[N:8]=[C:9]([C:11]2[C:19]3[C:14](=[N:15][CH:16]=[CH:17][CH:18]=3)[N:13]([CH2:20][CH2:21][C:22]([F:28])([F:27])[C:23]([F:25])([F:24])[F:26])[N:12]=2)[N:10]=1, predict the reactants needed to synthesize it. The reactants are: [CH:1](O)=[O:2].[NH2:4][C:5]1[C:6]2[C:31]([CH3:36])([C:32]([NH:34][NH2:35])=[O:33])[C:30](=[O:37])[NH:29][C:7]=2[N:8]=[C:9]([C:11]2[C:19]3[C:14](=[N:15][CH:16]=[CH:17][CH:18]=3)[N:13]([CH2:20][CH2:21][C:22]([F:28])([F:27])[C:23]([F:26])([F:25])[F:24])[N:12]=2)[N:10]=1. (6) Given the product [CH3:10][O:11][C:12]1[CH:17]=[CH:16][C:15]([S:18][C:2]2[CH:3]=[C:4]([CH:7]=[CH:8][CH:9]=2)[CH2:5][NH2:6])=[CH:14][CH:13]=1, predict the reactants needed to synthesize it. The reactants are: I[C:2]1[CH:3]=[C:4]([CH:7]=[CH:8][CH:9]=1)[CH2:5][NH2:6].[CH3:10][O:11][C:12]1[CH:17]=[CH:16][C:15]([SH:18])=[CH:14][CH:13]=1.C([O-])([O-])=O.[K+].[K+].C(O)CO. (7) Given the product [C:24]([O:6][C:5](=[O:7])[C:4]1[CH:8]=[C:9]([I:11])[CH:10]=[C:2]([Br:1])[CH:3]=1)([CH3:27])([CH3:26])[CH3:25], predict the reactants needed to synthesize it. The reactants are: [Br:1][C:2]1[CH:3]=[C:4]([CH:8]=[C:9]([I:11])[CH:10]=1)[C:5]([OH:7])=[O:6].Cl.CN(C)CCCN=C=NCC.[C:24](O)([CH3:27])([CH3:26])[CH3:25]. (8) Given the product [CH2:1]([O:8][C:9]1[C:14]([C:32]2[N:28]([C:22]3[CH:23]=[CH:24][CH:25]=[CH:26][CH:27]=3)[N:29]=[CH:30][CH:31]=2)=[N:13][C:12]([C:16]2[CH:21]=[CH:20][CH:19]=[CH:18][CH:17]=2)=[CH:11][N:10]=1)[C:2]1[CH:7]=[CH:6][CH:5]=[CH:4][CH:3]=1, predict the reactants needed to synthesize it. The reactants are: [CH2:1]([O:8][C:9]1[C:14](Br)=[N:13][C:12]([C:16]2[CH:21]=[CH:20][CH:19]=[CH:18][CH:17]=2)=[CH:11][N:10]=1)[C:2]1[CH:7]=[CH:6][CH:5]=[CH:4][CH:3]=1.[C:22]1([N:28]2[C:32](B3OC(C)(C)C(C)(C)O3)=[CH:31][CH:30]=[N:29]2)[CH:27]=[CH:26][CH:25]=[CH:24][CH:23]=1.C(=O)([O-])[O-].[Cs+].[Cs+]. (9) Given the product [Cl:9][C:10]1[CH:17]=[CH:16][CH:15]=[C:14]([CH2:18][CH3:19])[C:11]=1[CH:12]=[C:6]1[CH:5]2[CH2:4][CH:3]([CH2:2][CH2:1]2)[C:7]1=[O:8], predict the reactants needed to synthesize it. The reactants are: [CH2:1]1[CH:5]2[CH2:6][C:7](=[O:8])[CH:3]([CH2:4]2)[CH2:2]1.[Cl:9][C:10]1[CH:17]=[CH:16][CH:15]=[C:14]([CH2:18][CH3:19])[C:11]=1[CH:12]=O.[OH-].[K+].Cl.